This data is from Full USPTO retrosynthesis dataset with 1.9M reactions from patents (1976-2016). The task is: Predict the reactants needed to synthesize the given product. (1) Given the product [CH3:8][S:5]([CH2:4][N:1]1[C:2](=[O:3])[N:15]2[CH:14]=[N:13][C:12]([C:16]([NH2:18])=[O:17])=[C:11]2[N:9]=[N:10]1)(=[O:7])=[O:6], predict the reactants needed to synthesize it. The reactants are: [N:1]([CH2:4][S:5]([CH3:8])(=[O:7])=[O:6])=[C:2]=[O:3].[N+:9](=[C:11]1[N:15]=[CH:14][N:13]=[C:12]1[C:16]([NH2:18])=[O:17])=[N-:10]. (2) Given the product [C:34]([N:9]1[CH2:10][CH2:11][CH:6]([CH2:5][CH:4]([NH:12][C:13]([C@@H:15]2[CH2:20][CH2:19][CH2:18][CH2:17][C@@H:16]2[NH:21][C:22]([C:24]2[N:25]([CH3:33])[C:26]3[C:31]([CH:32]=2)=[CH:30][CH:29]=[CH:28][CH:27]=3)=[O:23])=[O:14])[C:2]#[N:3])[CH2:7][CH2:8]1)(=[O:36])[CH3:35], predict the reactants needed to synthesize it. The reactants are: Cl.[C:2]([CH:4]([NH:12][C:13]([C@@H:15]1[CH2:20][CH2:19][CH2:18][CH2:17][C@@H:16]1[NH:21][C:22]([C:24]1[N:25]([CH3:33])[C:26]2[C:31]([CH:32]=1)=[CH:30][CH:29]=[CH:28][CH:27]=2)=[O:23])=[O:14])[CH2:5][CH:6]1[CH2:11][CH2:10][NH:9][CH2:8][CH2:7]1)#[N:3].[C:34](OC(=O)C)(=[O:36])[CH3:35]. (3) Given the product [N+:23]([C:20]1[CH:21]=[CH:22][C:17]([CH2:6][CH2:5][CH2:4][CH2:3][C:2]([CH3:1])([CH3:26])[C:27]([O:29][CH2:30][CH3:31])=[O:28])=[N:18][CH:19]=1)([O-:25])=[O:24], predict the reactants needed to synthesize it. The reactants are: [CH3:1][C:2]([C:27]([O:29][CH2:30][CH3:31])=[O:28])([CH3:26])[CH2:3][CH2:4][CH2:5][C:6]([C:17]1[CH:22]=[CH:21][C:20]([N+:23]([O-:25])=[O:24])=[CH:19][N:18]=1)(C(OCC)=O)C(OCC)=O.S(=O)(=O)(O)O.[Cl-].[Na+]. (4) Given the product [C:1]12([C:11]3[CH:35]=[CH:34][C:14]([O:15][C:16]4[CH:21]=[CH:20][C:19]([NH2:22])=[C:18]([N:25]([C:27]([O:29][C:30]([CH3:31])([CH3:32])[CH3:33])=[O:28])[CH3:26])[CH:17]=4)=[CH:13][CH:12]=3)[CH2:8][CH:7]3[CH2:9][CH:3]([CH2:4][CH:5]([CH2:6]3)[CH2:10]1)[CH2:2]2, predict the reactants needed to synthesize it. The reactants are: [C:1]12([C:11]3[CH:35]=[CH:34][C:14]([O:15][C:16]4[CH:21]=[CH:20][C:19]([N+:22]([O-])=O)=[C:18]([N:25]([C:27]([O:29][C:30]([CH3:33])([CH3:32])[CH3:31])=[O:28])[CH3:26])[CH:17]=4)=[CH:13][CH:12]=3)[CH2:10][CH:5]3[CH2:6][CH:7]([CH2:9][CH:3]([CH2:4]3)[CH2:2]1)[CH2:8]2.